Dataset: Forward reaction prediction with 1.9M reactions from USPTO patents (1976-2016). Task: Predict the product of the given reaction. (1) The product is: [Cl:1][C:2]1[CH:3]=[C:4]([C:30]2[CH2:31][CH2:32][C:33](=[O:36])[NH:34][N:35]=2)[CH:5]=[CH:6][C:7]=1[O:8][CH2:9][C:10]([N:12]1[CH2:13][CH2:14][CH:15]([NH:18][CH2:19][CH:20]([OH:29])[CH2:21][O:22][C:23]2[CH:24]=[C:25]([CH:26]=[CH:27][CH:28]=2)[C:37]#[N:38])[CH2:16][CH2:17]1)=[O:11]. Given the reactants [Cl:1][C:2]1[CH:3]=[C:4]([C:30]2[CH2:31][CH2:32][C:33](=[O:36])[NH:34][N:35]=2)[CH:5]=[CH:6][C:7]=1[O:8][CH2:9][C:10]([N:12]1[CH2:17][CH2:16][CH:15]([NH:18][CH2:19][C@H:20]([OH:29])[CH2:21][O:22][C:23]2[CH:28]=[CH:27][CH:26]=[CH:25][CH:24]=2)[CH2:14][CH2:13]1)=[O:11].[C:37](C1C=C(O)C=CC=1)#[N:38], predict the reaction product. (2) Given the reactants CCN=C=NCCCN(C)C.C1C=CC2N(O)N=NC=2C=1.[Br:22][C:23]1[CH:28]=[CH:27][C:26]([NH:29][C:30]2[C:38]([C:39]([OH:41])=O)=[C:37]3[N:33]([CH2:34][CH2:35][CH2:36]3)[C:32](=[O:42])[CH:31]=2)=[C:25]([F:43])[CH:24]=1.[NH2:44][CH2:45][CH2:46][CH2:47][OH:48], predict the reaction product. The product is: [OH:48][CH2:47][CH2:46][CH2:45][NH:44][C:39]([C:38]1[C:30]([NH:29][C:26]2[CH:27]=[CH:28][C:23]([Br:22])=[CH:24][C:25]=2[F:43])=[CH:31][C:32](=[O:42])[N:33]2[C:37]=1[CH2:36][CH2:35][CH2:34]2)=[O:41]. (3) Given the reactants [CH:1]1([C:7]2[CH:12]=[CH:11][CH:10]=[CH:9][C:8]=2[OH:13])[CH2:6][CH2:5][CH2:4][CH2:3][CH2:2]1.[Br-:14].[Br-].[Br-].[NH+]1C=CC=CC=1.[NH+]1C=CC=CC=1.[NH+]1C=CC=CC=1, predict the reaction product. The product is: [Br:14][C:11]1[CH:10]=[CH:9][C:8]([OH:13])=[C:7]([CH:1]2[CH2:2][CH2:3][CH2:4][CH2:5][CH2:6]2)[CH:12]=1. (4) Given the reactants [Cl:1][C:2]1[CH:12]=[C:11]([N+:13]([O-])=O)[C:5]2[O:6][CH2:7][C:8](=[O:10])[NH:9][C:4]=2[CH:3]=1.CCOC(C)=O, predict the reaction product. The product is: [NH2:13][C:11]1[C:5]2[O:6][CH2:7][C:8](=[O:10])[NH:9][C:4]=2[CH:3]=[C:2]([Cl:1])[CH:12]=1. (5) The product is: [Cl:41][C:24]1[CH:25]=[C:26]([F:40])[C:27]([C:29](=[O:39])[NH:30][CH2:31][C:32]2[CH:37]=[CH:36][CH:35]=[C:34]([F:38])[CH:33]=2)=[CH:28][C:23]=1[NH:22][C:20]([C:19]1[C:18](=[O:17])[NH:1][C:2]2[N:3]=[C:4]([N:10]3[CH2:15][CH2:14][O:13][CH2:12][CH2:11]3)[N:5]=[CH:6][C:7]=2[CH:8]=1)=[O:21]. Given the reactants [NH2:1][C:2]1[C:7]([CH:8]=O)=[CH:6][N:5]=[C:4]([N:10]2[CH2:15][CH2:14][O:13][CH2:12][CH2:11]2)[N:3]=1.C[O:17][C:18](=O)[CH2:19][C:20]([NH:22][C:23]1[CH:28]=[C:27]([C:29](=[O:39])[NH:30][CH2:31][C:32]2[CH:37]=[CH:36][CH:35]=[C:34]([F:38])[CH:33]=2)[C:26]([F:40])=[CH:25][C:24]=1[Cl:41])=[O:21].N1CCCCC1, predict the reaction product. (6) Given the reactants [NH2:1][C:2]1[CH:7]=[CH:6][CH:5]=[CH:4][CH:3]=1.C(=O)([O-])[O-].[K+].[K+].[Cl:14][CH2:15][CH2:16][C:17](Cl)=[O:18], predict the reaction product. The product is: [Cl:14][CH2:15][CH2:16][C:17]([NH:1][C:2]1[CH:7]=[CH:6][CH:5]=[CH:4][CH:3]=1)=[O:18]. (7) Given the reactants [CH3:1][O:2][C:3]1[CH:8]=[C:7]([CH:9]2[CH2:14][CH2:13][NH:12][CH2:11][CH2:10]2)[CH:6]=[CH:5][C:4]=1[NH:15][C:16]1[N:21]=[C:20]([CH2:22][CH2:23][C:24]2[CH:29]=[CH:28][CH:27]=[CH:26][C:25]=2[CH2:30][C:31]([O:33][CH3:34])=[O:32])[C:19]([C:35]([F:38])([F:37])[F:36])=[CH:18][N:17]=1.[CH3:39][C:40]([O:43][C:44](O[C:44]([O:43][C:40]([CH3:42])([CH3:41])[CH3:39])=[O:45])=[O:45])([CH3:42])[CH3:41].CO.C(Cl)Cl, predict the reaction product. The product is: [CH3:1][O:2][C:3]1[CH:8]=[C:7]([CH:9]2[CH2:14][CH2:13][N:12]([C:44]([O:43][C:40]([CH3:42])([CH3:41])[CH3:39])=[O:45])[CH2:11][CH2:10]2)[CH:6]=[CH:5][C:4]=1[NH:15][C:16]1[N:21]=[C:20]([CH2:22][CH2:23][C:24]2[CH:29]=[CH:28][CH:27]=[CH:26][C:25]=2[CH2:30][C:31]([O:33][CH3:34])=[O:32])[C:19]([C:35]([F:36])([F:37])[F:38])=[CH:18][N:17]=1.